Dataset: Peptide-MHC class II binding affinity with 134,281 pairs from IEDB. Task: Regression. Given a peptide amino acid sequence and an MHC pseudo amino acid sequence, predict their binding affinity value. This is MHC class II binding data. (1) The peptide sequence is GETVKCRAPGGAKKP. The MHC is HLA-DQA10201-DQB10402 with pseudo-sequence HLA-DQA10201-DQB10402. The binding affinity (normalized) is 0.328. (2) The peptide sequence is PTRVVNWEVIIMDEA. The MHC is HLA-DQA10501-DQB10303 with pseudo-sequence HLA-DQA10501-DQB10303. The binding affinity (normalized) is 0.320. (3) The peptide sequence is VVWLLVFAACSAVPVYIYFNT. The MHC is DRB5_0101 with pseudo-sequence DRB5_0101. The binding affinity (normalized) is 0.260. (4) The peptide sequence is SQDLELSWNLNCLQAY. The MHC is DRB1_1302 with pseudo-sequence DRB1_1302. The binding affinity (normalized) is 0.691.